From a dataset of Forward reaction prediction with 1.9M reactions from USPTO patents (1976-2016). Predict the product of the given reaction. (1) Given the reactants [CH2:1]([Al:5](CC(C)C)[CH2:6][CH:7]([CH3:9])[CH3:8])[CH:2]([CH3:4])[CH3:3].[CH2:14]([OH:16])[CH3:15], predict the reaction product. The product is: [O-:16][CH2:14][CH3:15].[CH2:1]([Al+:5][CH2:6][CH:7]([CH3:9])[CH3:8])[CH:2]([CH3:4])[CH3:3]. (2) Given the reactants [Cl:1][C:2]1[C:3]([C:17]([NH:19][C@@H:20]2[CH2:24][CH2:23][C@H:22]([OH:25])[CH2:21]2)=[O:18])=[N:4][O:5][C:6]=1[C:7]1[CH:12]=[CH:11][C:10]([C:13]([F:16])([F:15])[F:14])=[CH:9][CH:8]=1.N([C:31]([O:33][C:34]([CH3:37])([CH3:36])[CH3:35])=[O:32])CC(O)=O.[OH2:38].ON1C2C=CC=[CH:48][C:43]=2N=N1.Cl.CN(C)CCCN=C=NCC.C(N(CC)CC)C, predict the reaction product. The product is: [C:34]([O:33][C:31]([CH2:43][C:48]([O:25][C@H:22]1[CH2:23][CH2:24][C@@H:20]([NH:19][C:17]([C:3]2[C:2]([Cl:1])=[C:6]([C:7]3[CH:12]=[CH:11][C:10]([C:13]([F:15])([F:14])[F:16])=[CH:9][CH:8]=3)[O:5][N:4]=2)=[O:18])[CH2:21]1)=[O:38])=[O:32])([CH3:35])([CH3:36])[CH3:37]. (3) The product is: [Cl:1][C:2]1[CH:3]=[CH:4][C:5]2[O:11][C:10]([CH3:12])([CH3:13])[CH2:9][NH:8][CH:7]([O:14][S:18]([C:17]([F:30])([F:29])[F:16])(=[O:20])=[O:19])[C:6]=2[CH:15]=1. Given the reactants [Cl:1][C:2]1[CH:3]=[CH:4][C:5]2[O:11][C:10]([CH3:13])([CH3:12])[CH2:9][NH:8][C:7](=[O:14])[C:6]=2[CH:15]=1.[F:16][C:17]([F:30])([F:29])[S:18](O[S:18]([C:17]([F:30])([F:29])[F:16])(=[O:20])=[O:19])(=[O:20])=[O:19].N1C(C)=CC=CC=1C, predict the reaction product. (4) Given the reactants [Br:1][C:2]1[CH:3]=[C:4]([C:14]([OH:16])=O)[C:5]2[CH:6]=[N:7][N:8]([CH:11]([CH3:13])[CH3:12])[C:9]=2[CH:10]=1.OC(C(F)(F)F)=O.[NH2:24][CH2:25][C:26]1[C:27](=[O:39])[NH:28][C:29]([CH3:38])=[CH:30][C:31]=1[CH:32]1[CH2:37][CH2:36][CH2:35][CH2:34][CH2:33]1.ON1C2N=CC=CC=2N=N1.CN1CCOCC1.N1C=CC=CC1=O.C([O-])([O-])=O.[K+].[K+], predict the reaction product. The product is: [Br:1][C:2]1[CH:3]=[C:4]([C:14]([NH:24][CH2:25][C:26]2[C:27](=[O:39])[NH:28][C:29]([CH3:38])=[CH:30][C:31]=2[CH:32]2[CH2:37][CH2:36][CH2:35][CH2:34][CH2:33]2)=[O:16])[C:5]2[CH:6]=[N:7][N:8]([CH:11]([CH3:12])[CH3:13])[C:9]=2[CH:10]=1. (5) Given the reactants [C:1]([N:9]=[C:10]=[S:11])(=[O:8])[C:2]1[CH:7]=[CH:6][CH:5]=[CH:4][CH:3]=1.[S:12]1[C:16]2[CH:17]=[C:18]([NH2:21])[CH:19]=[CH:20][C:15]=2[N:14]=[C:13]1[NH2:22], predict the reaction product. The product is: [NH2:22][C:13]1[S:12][C:16]2[CH:17]=[C:18]([NH:21][C:10]([NH:9][C:1](=[O:8])[C:2]3[CH:7]=[CH:6][CH:5]=[CH:4][CH:3]=3)=[S:11])[CH:19]=[CH:20][C:15]=2[N:14]=1.